This data is from Peptide-MHC class I binding affinity with 185,985 pairs from IEDB/IMGT. The task is: Regression. Given a peptide amino acid sequence and an MHC pseudo amino acid sequence, predict their binding affinity value. This is MHC class I binding data. (1) The peptide sequence is IRHLFGNYI. The MHC is HLA-A23:01 with pseudo-sequence HLA-A23:01. The binding affinity (normalized) is 0.0752. (2) The peptide sequence is KLWEWLGYL. The MHC is HLA-A02:06 with pseudo-sequence HLA-A02:06. The binding affinity (normalized) is 0.733. (3) The peptide sequence is RIYRKGNPL. The MHC is HLA-B08:01 with pseudo-sequence HLA-B08:01. The binding affinity (normalized) is 0.529. (4) The peptide sequence is TISGNIYSAL. The MHC is HLA-A02:02 with pseudo-sequence HLA-A02:02. The binding affinity (normalized) is 0.794. (5) The peptide sequence is KVDAIDGEY. The MHC is HLA-A01:01 with pseudo-sequence HLA-A01:01. The binding affinity (normalized) is 0.366. (6) The peptide sequence is CLGGLLTMV. The MHC is HLA-A02:16 with pseudo-sequence HLA-A02:16. The binding affinity (normalized) is 1.00.